Binary Classification. Given a T-cell receptor sequence (or CDR3 region) and an epitope sequence, predict whether binding occurs between them. From a dataset of TCR-epitope binding with 47,182 pairs between 192 epitopes and 23,139 TCRs. (1) The epitope is IIKDYGKQM. The TCR CDR3 sequence is CASSPSRDREFLYIQYF. Result: 0 (the TCR does not bind to the epitope). (2) The epitope is CTELKLSDY. The TCR CDR3 sequence is CASSYDRNEQFF. Result: 0 (the TCR does not bind to the epitope). (3) The epitope is YLQPRTFLL. The TCR CDR3 sequence is CASSADVEAFF. Result: 1 (the TCR binds to the epitope).